This data is from Forward reaction prediction with 1.9M reactions from USPTO patents (1976-2016). The task is: Predict the product of the given reaction. Given the reactants [F:1][B-:2]1([F:84])[N:7]2[C:8]([CH3:12])=[CH:9][C:10]([CH3:11])=[C:6]2[CH:5]=[C:4]2[CH:13]=[CH:14][C:15]([CH2:16][CH2:17][CH2:18][CH2:19][C:20]([NH:22][CH2:23][CH2:24][O:25][CH2:26][CH2:27][O:28][CH2:29][CH2:30][NH:31][C:32]([O:34][CH:35]3[CH:47]=[CH:46][CH:45]([CH3:48])[CH:44]([C:49]([CH3:70])=[CH:50][CH:51]=[CH:52][CH:53]([CH3:69])[CH2:54][CH:55]4[O:68][CH:56]4[CH:57]([CH3:67])[CH:58]([O:61]C(OCC)C)[CH2:59][CH3:60])[O:43][C:41](=[O:42])[CH2:40][CH:39]([O:71]C(OCC)C)[CH2:38][CH2:37][C:36]3([O:78]C(OCC)C)[CH3:77])=[O:33])=[O:21])=[N+:3]12.C1(C)C=CC(S([O-])(=O)=O)=CC=1.[NH+]1C=CC=CC=1, predict the reaction product. The product is: [F:84][B-:2]1([F:1])[N:7]2[C:8]([CH3:12])=[CH:9][C:10]([CH3:11])=[C:6]2[CH:5]=[C:4]2[CH:13]=[CH:14][C:15]([CH2:16][CH2:17][CH2:18][CH2:19][C:20]([NH:22][CH2:23][CH2:24][O:25][CH2:26][CH2:27][O:28][CH2:29][CH2:30][NH:31][C:32]([O:34][CH:35]3[CH:47]=[CH:46][CH:45]([CH3:48])[CH:44]([C:49]([CH3:70])=[CH:50][CH:51]=[CH:52][CH:53]([CH3:69])[CH2:54][CH:55]4[O:68][CH:56]4[CH:57]([CH3:67])[CH:58]([OH:61])[CH2:59][CH3:60])[O:43][C:41](=[O:42])[CH2:40][CH:39]([OH:71])[CH2:38][CH2:37][C:36]3([OH:78])[CH3:77])=[O:33])=[O:21])=[N+:3]12.